Task: Regression. Given two drug SMILES strings and cell line genomic features, predict the synergy score measuring deviation from expected non-interaction effect.. Dataset: NCI-60 drug combinations with 297,098 pairs across 59 cell lines Drug 1: C1CC(=O)NC(=O)C1N2CC3=C(C2=O)C=CC=C3N. Drug 2: CC1C(C(CC(O1)OC2CC(CC3=C2C(=C4C(=C3O)C(=O)C5=C(C4=O)C(=CC=C5)OC)O)(C(=O)CO)O)N)O.Cl. Cell line: KM12. Synergy scores: CSS=32.4, Synergy_ZIP=-0.363, Synergy_Bliss=-1.54, Synergy_Loewe=-9.57, Synergy_HSA=-0.917.